From a dataset of Catalyst prediction with 721,799 reactions and 888 catalyst types from USPTO. Predict which catalyst facilitates the given reaction. Reactant: [CH:1]([CH:3]1[CH2:5][CH:4]1[C:6]([O:8][CH2:9][CH3:10])=[O:7])=[O:2].[CH2:11]([Mg]Br)[CH3:12]. Product: [OH:2][CH:1]([CH:3]1[CH2:5][CH:4]1[C:6]([O:8][CH2:9][CH3:10])=[O:7])[CH2:11][CH3:12]. The catalyst class is: 1.